Dataset: Forward reaction prediction with 1.9M reactions from USPTO patents (1976-2016). Task: Predict the product of the given reaction. Given the reactants [C:1](Cl)(=[O:5])[C:2](Cl)=O.[CH3:7][N:8]1C=[CH:11][CH:10]=[CH:9]1.[Cl-].[Al+3].[Cl-].[Cl-].[F:24][C:23]([F:26])([F:25])[C:22](O[C:22](=[O:27])[C:23]([F:26])([F:25])[F:24])=[O:27], predict the reaction product. The product is: [CH3:7][N:8]1[CH:9]=[C:10]([C:22](=[O:27])[C:23]([F:24])([F:25])[F:26])[CH:11]=[C:2]1[CH:1]=[O:5].